The task is: Predict the product of the given reaction.. This data is from Forward reaction prediction with 1.9M reactions from USPTO patents (1976-2016). The product is: [CH:11]1([N:8]2[CH2:9][CH2:10][N:5]([C:3](=[O:4])[CH2:2][N:16]3[CH2:21][CH2:20][CH:19]([C:22]4[CH:29]=[CH:28][C:25]([C:26]#[N:27])=[CH:24][CH:23]=4)[CH2:18][CH2:17]3)[CH2:6][CH2:7]2)[CH2:15][CH2:14][CH2:13][CH2:12]1. Given the reactants Br[CH2:2][C:3]([N:5]1[CH2:10][CH2:9][N:8]([CH:11]2[CH2:15][CH2:14][CH2:13][CH2:12]2)[CH2:7][CH2:6]1)=[O:4].[NH:16]1[CH2:21][CH2:20][CH:19]([C:22]2[CH:29]=[CH:28][C:25]([C:26]#[N:27])=[CH:24][CH:23]=2)[CH2:18][CH2:17]1.C(=O)([O-])[O-].[K+].[K+], predict the reaction product.